From a dataset of Full USPTO retrosynthesis dataset with 1.9M reactions from patents (1976-2016). Predict the reactants needed to synthesize the given product. (1) The reactants are: [O:1]=[C:2]1[C:10]2[C:5](=[CH:6][CH:7]=[CH:8][CH:9]=2)[C:4](=[O:11])[N:3]1[C@H:12]1[CH2:17][C:16]2[CH:18]=[CH:19][CH:20]=[C:21]([C:22]([OH:24])=[O:23])[C:15]=2[O:14][B:13]1[OH:25].[OH-:26].[Na+]. Given the product [C:4]([C:5]1[CH:6]=[CH:7][CH:8]=[CH:9][C:10]=1[C:2]([NH:3][C@H:12]1[CH2:17][C:16]2[CH:18]=[CH:19][CH:20]=[C:21]([C:22]([OH:24])=[O:23])[C:15]=2[O:14][B:13]1[OH:25])=[O:1])([OH:26])=[O:11], predict the reactants needed to synthesize it. (2) Given the product [F:27][C:14]1[C:15]([NH:20][S:21]([CH2:24][CH2:25][CH3:26])(=[O:22])=[O:23])=[CH:16][CH:17]=[C:18]([F:19])[C:13]=1[C:11]([C:10]1[C:4]2[C:5](=[N:6][CH:7]=[C:2]([NH:1][C:41]([CH:38]3[CH:37]=[C:36]([CH3:35])[O:40][NH:39]3)=[O:42])[CH:3]=2)[NH:8][CH:9]=1)=[O:12], predict the reactants needed to synthesize it. The reactants are: [NH2:1][C:2]1[CH:3]=[C:4]2[C:10]([C:11]([C:13]3[C:14]([F:27])=[C:15]([NH:20][S:21]([CH2:24][CH2:25][CH3:26])(=[O:23])=[O:22])[CH:16]=[CH:17][C:18]=3[F:19])=[O:12])=[CH:9][NH:8][C:5]2=[N:6][CH:7]=1.C(N(CC)CC)C.[CH3:35][C:36]1[O:40][NH:39][CH:38]([C:41](Cl)=[O:42])[CH:37]=1.O1CCCC1. (3) Given the product [Cl:9][CH2:10][CH2:11][CH2:12][CH2:13][CH2:14][NH:15][C:16]1[C:17]([CH3:33])=[C:18]([CH3:32])[N:19]=[C:20]([O:25][C:26]2[CH:27]=[CH:28][CH:29]=[CH:30][CH:31]=2)[C:21]=1[NH2:22], predict the reactants needed to synthesize it. The reactants are: S(S([O-])=O)([O-])=O.[Na+].[Na+].[Cl:9][CH2:10][CH2:11][CH2:12][CH2:13][CH2:14][NH:15][C:16]1[C:21]([N+:22]([O-])=O)=[C:20]([O:25][C:26]2[CH:31]=[CH:30][CH:29]=[CH:28][CH:27]=2)[N:19]=[C:18]([CH3:32])[C:17]=1[CH3:33]. (4) The reactants are: Br[C:2]1[C:3]([C:9]2[N:13]([CH2:14][C:15]3[CH:20]=[CH:19][C:18]([F:21])=[CH:17][CH:16]=3)[N:12]=[CH:11][CH:10]=2)=[CH:4][C:5]([NH2:8])=[N:6][CH:7]=1.[O:22]([C:24]1[CH:25]=[C:26]([N:39]2[CH2:44][CH2:43][N:42]([CH3:45])[CH2:41][CH2:40]2)[CH:27]=[CH:28][C:29]=1B1OC(C)(C)C(C)(C)O1)[CH3:23]. Given the product [F:21][C:18]1[CH:19]=[CH:20][C:15]([CH2:14][N:13]2[C:9]([C:3]3[C:2]([C:29]4[CH:28]=[CH:27][C:26]([N:39]5[CH2:40][CH2:41][N:42]([CH3:45])[CH2:43][CH2:44]5)=[CH:25][C:24]=4[O:22][CH3:23])=[CH:7][N:6]=[C:5]([NH2:8])[CH:4]=3)=[CH:10][CH:11]=[N:12]2)=[CH:16][CH:17]=1, predict the reactants needed to synthesize it. (5) The reactants are: [Cl:1][C:2]1[CH:3]=[C:4]([C:8](=[O:19])[CH2:9][C:10]2[NH:14][C:13]3[CH2:15][CH2:16][CH2:17][CH2:18][C:12]=3[N:11]=2)[CH:5]=[CH:6][CH:7]=1.C[O-].[Na+].[C:23](OC)(=[O:26])[C:24]#[CH:25]. Given the product [Cl:1][C:2]1[CH:3]=[C:4]([CH:5]=[CH:6][CH:7]=1)[C:8]([C:9]1[CH:25]=[CH:24][C:23](=[O:26])[N:14]2[C:13]3[CH2:15][CH2:16][CH2:17][CH2:18][C:12]=3[NH:11][C:10]=12)=[O:19], predict the reactants needed to synthesize it.